The task is: Predict which catalyst facilitates the given reaction.. This data is from Catalyst prediction with 721,799 reactions and 888 catalyst types from USPTO. (1) Reactant: [CH3:1][O:2][C:3]1[CH:4]=[C:5]2[C:9](=[CH:10][CH:11]=1)[NH:8][CH:7]=[C:6]2[C:12]1[N:20]([S:21]([C:24]2[CH:29]=[CH:28][C:27]([CH3:30])=[CH:26][CH:25]=2)(=[O:23])=[O:22])[C:15]2=[N:16][CH:17]=[CH:18][CH:19]=[C:14]2[CH:13]=1.[H-].[Na+].Cl[CH2:34][C:35]([O:37][CH2:38][CH3:39])=[O:36]. Product: [CH2:38]([O:37][C:35](=[O:36])[CH2:34][N:8]1[C:9]2[C:5](=[CH:4][C:3]([O:2][CH3:1])=[CH:11][CH:10]=2)[C:6]([C:12]2[N:20]([S:21]([C:24]3[CH:29]=[CH:28][C:27]([CH3:30])=[CH:26][CH:25]=3)(=[O:23])=[O:22])[C:15]3=[N:16][CH:17]=[CH:18][CH:19]=[C:14]3[CH:13]=2)=[CH:7]1)[CH3:39]. The catalyst class is: 9. (2) Reactant: [Cl:1][C:2]1[CH:3]=[C:4](/[C:14](=[CH:23]\[CH:24]2[CH2:30][CH2:29][CH2:28][CH2:27][CH2:26][CH2:25]2)/[C:15]([NH:17][C:18]2[S:19][CH:20]=[CH:21][N:22]=2)=[O:16])[CH:5]=[CH:6][C:7]=1[N:8]1[C:12]([CH3:13])=[N:11][N:10]=[N:9]1.[Br:31]N1C(=O)CCC1=O.C(OOC(=O)C1C=CC=CC=1)(=O)C1C=CC=CC=1. Product: [Br:31][C:20]1[S:19][C:18]([NH:17][C:15](=[O:16])/[C:14](/[C:4]2[CH:5]=[CH:6][C:7]([N:8]3[C:12]([CH3:13])=[N:11][N:10]=[N:9]3)=[C:2]([Cl:1])[CH:3]=2)=[CH:23]/[CH:24]2[CH2:30][CH2:29][CH2:28][CH2:27][CH2:26][CH2:25]2)=[N:22][CH:21]=1. The catalyst class is: 53. (3) Reactant: Br[CH:2]([CH2:7][CH2:8][CH2:9]Br)[C:3]([O:5][CH3:6])=[O:4].[OH:11][C:12]1[CH:13]=[C:14]([CH:19]=[CH:20][CH:21]=1)[C:15]([O:17][CH3:18])=[O:16].C([O-])([O-])=O.[K+].[K+].[C:28]([O-:31])(=[S:30])[CH3:29].[K+]. Product: [C:28]([S:30][CH2:9][CH2:8][CH2:7][CH:2]([C:3]([O:5][CH3:6])=[O:4])[O:11][C:12]1[CH:13]=[C:14]([CH:19]=[CH:20][CH:21]=1)[C:15]([O:17][CH3:18])=[O:16])(=[O:31])[CH3:29]. The catalyst class is: 31. (4) Reactant: CCN=C=NCCCN(C)C.[Cl:12][C:13]1[CH:21]=[CH:20][CH:19]=[CH:18][C:14]=1[CH2:15][NH:16][CH3:17].[F:22][C:23]([F:44])([F:43])[C:24]1[CH:25]=[C:26]([CH:36]=[C:37]([C:39]([F:42])([F:41])[F:40])[CH:38]=1)[CH2:27][N:28]1[CH:32]=[C:31]([C:33](O)=[O:34])[N:30]=[N:29]1. Product: [Cl:12][C:13]1[CH:21]=[CH:20][CH:19]=[CH:18][C:14]=1[CH2:15][N:16]([CH3:17])[C:33]([C:31]1[N:30]=[N:29][N:28]([CH2:27][C:26]2[CH:36]=[C:37]([C:39]([F:41])([F:40])[F:42])[CH:38]=[C:24]([C:23]([F:22])([F:44])[F:43])[CH:25]=2)[CH:32]=1)=[O:34]. The catalyst class is: 79. (5) Reactant: C([O:3][C:4]([C:6]1[N:7]=[C:8]([C:23]2[CH:28]=[CH:27][C:26]([Cl:29])=[CH:25][CH:24]=2)[N:9]([CH2:11][C:12]2[CH:16]=[C:15]([C:17]3[S:18][C:19]([Cl:22])=[CH:20][CH:21]=3)[O:14][N:13]=2)[CH:10]=1)=[O:5])C.[OH-].[Na+].O.Cl. Product: [Cl:29][C:26]1[CH:25]=[CH:24][C:23]([C:8]2[N:9]([CH2:11][C:12]3[CH:16]=[C:15]([C:17]4[S:18][C:19]([Cl:22])=[CH:20][CH:21]=4)[O:14][N:13]=3)[CH:10]=[C:6]([C:4]([OH:5])=[O:3])[N:7]=2)=[CH:28][CH:27]=1. The catalyst class is: 12. (6) Reactant: [CH3:1][C:2]1[CH:7]=[CH:6][C:5]([S:8]([O:11][CH2:12][CH:13]2[CH2:17][C:16]3[CH:18]=[CH:19][CH:20]=[C:21](Br)[C:15]=3[O:14]2)(=[O:10])=[O:9])=[CH:4][CH:3]=1.[CH3:23][C:24]1[CH:29]=[CH:28][CH:27]=[C:26]([CH3:30])[C:25]=1B(O)O.C(=O)([O-])[O-].[K+].[K+]. Product: [CH3:1][C:2]1[CH:7]=[CH:6][C:5]([S:8]([O:11][CH2:12][CH:13]2[CH2:17][C:16]3[CH:18]=[CH:19][CH:20]=[C:21]([C:25]4[C:26]([CH3:30])=[CH:27][CH:28]=[CH:29][C:24]=4[CH3:23])[C:15]=3[O:14]2)(=[O:10])=[O:9])=[CH:4][CH:3]=1. The catalyst class is: 608. (7) Reactant: [C:1]([N:4]([C:20]([O:22][C:23]([CH3:26])([CH3:25])[CH3:24])=[O:21])[N:5]([C:13]1[CH:18]=[CH:17][C:16](Br)=[CH:15][N:14]=1)[C:6]([O:8][C:9]([CH3:12])([CH3:11])[CH3:10])=[O:7])(=[O:3])[CH3:2].[B:27]1([B:27]2[O:31][C:30]([CH3:33])([CH3:32])[C:29]([CH3:35])([CH3:34])[O:28]2)[O:31][C:30]([CH3:33])([CH3:32])[C:29]([CH3:35])([CH3:34])[O:28]1.C(Cl)Cl.CC([O-])=O.[K+]. Product: [C:1]([N:4]([C:20]([O:22][C:23]([CH3:26])([CH3:25])[CH3:24])=[O:21])[N:5]([C:13]1[CH:18]=[CH:17][C:16]([B:27]2[O:31][C:30]([CH3:33])([CH3:32])[C:29]([CH3:35])([CH3:34])[O:28]2)=[CH:15][N:14]=1)[C:6]([O:8][C:9]([CH3:12])([CH3:11])[CH3:10])=[O:7])(=[O:3])[CH3:2]. The catalyst class is: 75. (8) Reactant: [CH3:1][N:2]1[CH2:7][CH2:6][N:5]([C:8]2[CH:13]=[CH:12][N:11]=[C:10]([NH2:14])[CH:9]=2)[CH2:4][CH2:3]1.[H-].[Na+].Cl[C:18]1[S:19][CH:20]=[CH:21][N:22]=1. Product: [CH3:1][N:2]1[CH2:7][CH2:6][N:5]([C:8]2[CH:13]=[CH:12][N:11]=[C:10]([NH:14][C:18]3[S:19][CH:20]=[CH:21][N:22]=3)[CH:9]=2)[CH2:4][CH2:3]1. The catalyst class is: 12. (9) Reactant: [C:1]1([C:28]2[CH:33]=[CH:32][CH:31]=[CH:30][CH:29]=2)[CH:6]=[CH:5][C:4]([CH2:7][N:8]2[C:14]3[CH:15]=[CH:16][CH:17]=[CH:18][C:13]=3[CH2:12][N:11]3[C:19]([C:22](=[O:27])C(Cl)(Cl)Cl)=[CH:20][CH:21]=[C:10]3[CH2:9]2)=[CH:3][CH:2]=1.CS(C)=O.[NH2:38][CH2:39][C:40]1[CH:41]=[N:42][CH:43]=[CH:44][CH:45]=1. Product: [C:1]1([C:28]2[CH:33]=[CH:32][CH:31]=[CH:30][CH:29]=2)[CH:2]=[CH:3][C:4]([CH2:7][N:8]2[C:14]3[CH:15]=[CH:16][CH:17]=[CH:18][C:13]=3[CH2:12][N:11]3[C:19]([C:22]([NH:38][CH2:39][C:40]4[CH:41]=[N:42][CH:43]=[CH:44][CH:45]=4)=[O:27])=[CH:20][CH:21]=[C:10]3[CH2:9]2)=[CH:5][CH:6]=1. The catalyst class is: 10.